Task: Predict the reactants needed to synthesize the given product.. Dataset: Full USPTO retrosynthesis dataset with 1.9M reactions from patents (1976-2016) Given the product [Cl:39][C:36]1[CH:37]=[CH:38][C:33]2[S:32][CH:31]=[C:30]([CH2:29][N:17]3[C:9]4=[N:8][C:7]([N:1]5[CH2:6][CH2:5][O:4][CH2:3][CH2:2]5)=[CH:12][C:11](=[O:13])[N:10]4[CH2:14][CH2:15][C@H:16]3[C:18]([F:20])([F:21])[F:19])[C:34]=2[CH:35]=1, predict the reactants needed to synthesize it. The reactants are: [N:1]1([C:7]2[N:8]=[C:9]3[NH:17][C@H:16]([C:18]([F:21])([F:20])[F:19])[CH2:15][CH2:14][N:10]3[C:11](=[O:13])[CH:12]=2)[CH2:6][CH2:5][O:4][CH2:3][CH2:2]1.C(=O)([O-])[O-].[Cs+].[Cs+].Br[CH2:29][C:30]1[C:34]2[CH:35]=[C:36]([Cl:39])[CH:37]=[CH:38][C:33]=2[S:32][CH:31]=1.